From a dataset of Full USPTO retrosynthesis dataset with 1.9M reactions from patents (1976-2016). Predict the reactants needed to synthesize the given product. Given the product [C:2]([C:6]1[CH:7]=[CH:8][C:9]([C:10]([O:12][CH2:13][CH3:14])=[O:11])=[CH:15][CH:16]=1)(=[O:1])[CH:3]([CH3:4])[CH3:5], predict the reactants needed to synthesize it. The reactants are: [OH:1][CH:2]([C:6]1[CH:16]=[CH:15][C:9]([C:10]([O:12][CH2:13][CH3:14])=[O:11])=[CH:8][CH:7]=1)[CH:3]([CH3:5])[CH3:4].C[N+]1([O-])CCOCC1.